From a dataset of Forward reaction prediction with 1.9M reactions from USPTO patents (1976-2016). Predict the product of the given reaction. (1) Given the reactants O[C@@H:2]1[CH2:6][N:5]([C:7]([O:9][C:10]([CH3:13])([CH3:12])[CH3:11])=[O:8])[C@@H:4]([CH2:14][O:15][C:16]2[CH:21]=[CH:20][C:19]([O:22][CH3:23])=[CH:18][CH:17]=2)[CH2:3]1.S(Cl)(C)(=O)=O.[N-:29]=[N+:30]=[N-:31].C([N+](CCCC)(CCCC)CCCC)CCC, predict the reaction product. The product is: [N:29]([C@H:2]1[CH2:6][N:5]([C:7]([O:9][C:10]([CH3:13])([CH3:12])[CH3:11])=[O:8])[C@@H:4]([CH2:14][O:15][C:16]2[CH:21]=[CH:20][C:19]([O:22][CH3:23])=[CH:18][CH:17]=2)[CH2:3]1)=[N+:30]=[N-:31]. (2) Given the reactants C[O:2][C:3](=[O:28])[CH2:4][CH2:5][N:6]1[C:10]2[CH:11]=[CH:12][CH:13]=[CH:14][C:9]=2[N:8]([CH2:15][C:16]2[CH:24]=[C:23]([Cl:25])[CH:22]=[C:21]3[C:17]=2[CH2:18][C:19](=[O:26])[NH:20]3)[C:7]1=[O:27].[OH-].[Li+], predict the reaction product. The product is: [Cl:25][C:23]1[CH:22]=[C:21]2[C:17]([CH2:18][C:19](=[O:26])[NH:20]2)=[C:16]([CH2:15][N:8]2[C:9]3[CH:14]=[CH:13][CH:12]=[CH:11][C:10]=3[N:6]([CH2:5][CH2:4][C:3]([OH:28])=[O:2])[C:7]2=[O:27])[CH:24]=1. (3) Given the reactants Cl[C:2]1[C:11]2[C:6](=[CH:7][C:8]([O:14][CH2:15][CH2:16][CH2:17][N:18]3[CH2:23][CH2:22][CH2:21][CH2:20][CH2:19]3)=[C:9]([O:12][CH3:13])[CH:10]=2)[N:5]=[CH:4][N:3]=1.C(=O)([O-])[O-].[K+].[K+].[OH:30][C:31]1[CH:32]=[C:33]2[C:37](=[CH:38][C:39]=1[O:40][CH3:41])[NH:36][CH:35]=[CH:34]2, predict the reaction product. The product is: [CH3:41][O:40][C:39]1[CH:38]=[C:37]2[C:33]([CH:34]=[CH:35][NH:36]2)=[CH:32][C:31]=1[O:30][C:2]1[C:11]2[C:6](=[CH:7][C:8]([O:14][CH2:15][CH2:16][CH2:17][N:18]3[CH2:23][CH2:22][CH2:21][CH2:20][CH2:19]3)=[C:9]([O:12][CH3:13])[CH:10]=2)[N:5]=[CH:4][N:3]=1. (4) Given the reactants [Na].[O:2]=[C:3]1[CH:10]2[CH2:11][C:6]3([O:13][C:14]([C:16]([F:22])([F:21])[S:17]([OH:20])(=[O:19])=[O:18])=[O:15])[CH2:7][CH:8]([CH2:12][CH:4]1[CH2:5]3)[CH2:9]2.[Cl-].[C:24]1([S+:30]([C:37]2[CH:42]=[CH:41][CH:40]=[CH:39][CH:38]=2)[C:31]2[CH:36]=[CH:35][CH:34]=[CH:33][CH:32]=2)[CH:29]=[CH:28][CH:27]=[CH:26][CH:25]=1, predict the reaction product. The product is: [O:2]=[C:3]1[CH:10]2[CH2:11][C:6]3([O:13][C:14]([C:16]([F:22])([F:21])[S:17]([O-:20])(=[O:18])=[O:19])=[O:15])[CH2:7][CH:8]([CH2:12][CH:4]1[CH2:5]3)[CH2:9]2.[C:37]1([S+:30]([C:24]2[CH:25]=[CH:26][CH:27]=[CH:28][CH:29]=2)[C:31]2[CH:36]=[CH:35][CH:34]=[CH:33][CH:32]=2)[CH:38]=[CH:39][CH:40]=[CH:41][CH:42]=1.